From a dataset of Reaction yield outcomes from USPTO patents with 853,638 reactions. Predict the reaction yield, written as a fraction of the theoretical maximum amount of product (1.0 means a 100% yield; for example, 0.34 means a 34% yield). (1) No catalyst specified. The product is [O:29]=[C:20]1[C:21]2[C:22](=[CH:25][CH:26]=[CH:27][CH:28]=2)[C:23](=[O:24])[N:19]1[CH2:18][CH2:17][CH2:16][N:2]([CH3:1])[S:3]([C:6]1[CH:11]=[CH:10][CH:9]=[CH:8][C:7]=1[N+:12]([O-:14])=[O:13])(=[O:4])=[O:5]. The yield is 0.730. The reactants are [CH3:1][NH:2][S:3]([C:6]1[CH:11]=[CH:10][CH:9]=[CH:8][C:7]=1[N+:12]([O-:14])=[O:13])(=[O:5])=[O:4].Br[CH2:16][CH2:17][CH2:18][N:19]1[C:23](=[O:24])[C:22]2=[CH:25][CH:26]=[CH:27][CH:28]=[C:21]2[C:20]1=[O:29]. (2) The reactants are [F:1][C:2]1[CH:19]=[C:18]([F:20])[CH:17]=[C:16]2[C:3]=1[O:4][CH:5]([C:22]1[CH:27]=[CH:26][C:25]([O:28][CH2:29][CH2:30][N:31]3[CH2:36][CH2:35][CH2:34][CH2:33][CH2:32]3)=[CH:24][CH:23]=1)[C:6]1[C:15]2=[CH:14][CH:13]=[C:12]2[C:7]=1[CH:8]=[CH:9][C:10]([OH:21])=[CH:11]2.[ClH:37].CCOCC. The catalyst is C(Cl)Cl. The product is [ClH:37].[F:1][C:2]1[CH:19]=[C:18]([F:20])[CH:17]=[C:16]2[C:3]=1[O:4][CH:5]([C:22]1[CH:23]=[CH:24][C:25]([O:28][CH2:29][CH2:30][N:31]3[CH2:32][CH2:33][CH2:34][CH2:35][CH2:36]3)=[CH:26][CH:27]=1)[C:6]1[C:15]2=[CH:14][CH:13]=[C:12]2[C:7]=1[CH:8]=[CH:9][C:10]([OH:21])=[CH:11]2. The yield is 0.870.